This data is from Catalyst prediction with 721,799 reactions and 888 catalyst types from USPTO. The task is: Predict which catalyst facilitates the given reaction. (1) Reactant: [C:1]1([C:13](Cl)=[O:14])[CH:6]=[C:5]([C:7](Cl)=[O:8])[CH:4]=[C:3]([C:10](Cl)=[O:11])[CH:2]=1.[Cl-].[Al+3].[Cl-].[Cl-].ClCCl.[F:23][C:24]1[CH:29]=[CH:28][CH:27]=[CH:26][CH:25]=1. Product: [F:23][C:24]1[CH:29]=[CH:28][C:27]([C:13]([C:1]2[CH:6]=[C:5]([C:7]([C:27]3[CH:28]=[CH:29][C:24]([F:23])=[CH:25][CH:26]=3)=[O:8])[CH:4]=[C:3]([C:10](=[O:11])[C:27]3[CH:28]=[CH:29][C:24]([F:23])=[CH:25][CH:26]=3)[CH:2]=2)=[O:14])=[CH:26][CH:25]=1. The catalyst class is: 6. (2) Reactant: [O:1]1[CH:5]=[CH:4][N:3]=[CH:2]1.C([Li])CCC.[F:11][C:12]([F:29])([F:28])[C:13]1[CH:14]=[C:15](/[CH:19]=[N:20]/[C:21](=[O:27])[O:22][C:23]([CH3:26])([CH3:25])[CH3:24])[CH:16]=[CH:17][CH:18]=1.[Cl-].[NH4+]. Product: [O:1]1[CH:5]=[CH:4][N:3]=[C:2]1[CH:19]([NH:20][C:21](=[O:27])[O:22][C:23]([CH3:25])([CH3:24])[CH3:26])[C:15]1[CH:16]=[CH:17][CH:18]=[C:13]([C:12]([F:29])([F:28])[F:11])[CH:14]=1. The catalyst class is: 20. (3) Reactant: Cl[C:2]1[C:11]2[C:6](=[CH:7][CH:8]=[CH:9][CH:10]=2)[CH:5]=[C:4]([C:12]2[CH:17]=[CH:16][C:15]([O:18][CH3:19])=[CH:14][CH:13]=2)[N:3]=1.[CH2:20]([N:22]1[CH2:27][CH2:26][NH:25][CH2:24][CH2:23]1)[CH3:21].C(=O)([O-])[O-].[K+].[K+]. Product: [CH2:20]([N:22]1[CH2:27][CH2:26][N:25]([C:2]2[C:11]3[C:6](=[CH:7][CH:8]=[CH:9][CH:10]=3)[CH:5]=[C:4]([C:12]3[CH:17]=[CH:16][C:15]([O:18][CH3:19])=[CH:14][CH:13]=3)[N:3]=2)[CH2:24][CH2:23]1)[CH3:21]. The catalyst class is: 9.